This data is from Catalyst prediction with 721,799 reactions and 888 catalyst types from USPTO. The task is: Predict which catalyst facilitates the given reaction. Reactant: [CH2:1]([C:6]([CH2:8][CH2:9][CH2:10][CH2:11][CH3:12])=[CH2:7])[CH2:2][CH2:3][CH2:4][CH3:5].CC(C)([O-])C.[K+].[CH:19]([Br:22])(Br)[Br:20].Cl. Product: [Br:20][C:19]1([Br:22])[CH2:7][C:6]1([CH2:1][CH2:2][CH2:3][CH2:4][CH3:5])[CH2:8][CH2:9][CH2:10][CH2:11][CH3:12]. The catalyst class is: 6.